From a dataset of Full USPTO retrosynthesis dataset with 1.9M reactions from patents (1976-2016). Predict the reactants needed to synthesize the given product. (1) Given the product [F:32][C:28]1[CH:27]=[C:26]2[C:31]([C:23]([C:20]3[CH:19]=[CH:18][C:17]([C:14]4[CH:15]=[CH:16][C:9]5[S:8](=[O:40])(=[O:41])[N:7]([CH2:6][CH2:5][C:4]([NH:44][CH3:43])=[O:3])[CH:11]([CH3:12])[C:10]=5[CH:13]=4)=[CH:22][CH:21]=3)=[CH:24][NH:25]2)=[CH:30][CH:29]=1, predict the reactants needed to synthesize it. The reactants are: C([O:3][C:4](=O)[CH2:5][CH2:6][N:7]1[CH:11]([CH3:12])[C:10]2[CH:13]=[C:14]([C:17]3[CH:22]=[CH:21][C:20]([C:23]4[C:31]5[C:26](=[CH:27][C:28]([F:32])=[CH:29][CH:30]=5)[N:25](C(OC(C)(C)C)=O)[CH:24]=4)=[CH:19][CH:18]=3)[CH:15]=[CH:16][C:9]=2[S:8]1(=[O:41])=[O:40])C.[CH3:43][NH2:44].CCO. (2) Given the product [Br:1][C:2]1[CH:3]=[C:4]([N:11]2[C:15]3=[N:16][CH:17]=[CH:18][CH:19]=[C:14]3[C:13]([C:20]([O:22][CH3:23])=[O:21])=[N:12]2)[CH:5]=[C:6]([C:8]#[N:9])[CH:7]=1, predict the reactants needed to synthesize it. The reactants are: [Br:1][C:2]1[CH:3]=[C:4]([N:11]2[C:15]3=[N:16][CH:17]=[CH:18][CH:19]=[C:14]3[C:13]([C:20]([O:22][CH3:23])=[O:21])=[N:12]2)[CH:5]=[C:6]([C:8](=O)[NH2:9])[CH:7]=1.[OH-].C([N+](CC)(CC)S(NC(=O)OC)(=O)=O)C. (3) Given the product [CH3:5][N:6]1[CH:10]=[CH:9][C:8]([C:11]2([NH2:12])[CH2:2][CH2:1]2)=[N:7]1, predict the reactants needed to synthesize it. The reactants are: [CH2:1]([Mg]Br)[CH3:2].[CH3:5][N:6]1[CH:10]=[CH:9][C:8]([C:11]#[N:12])=[N:7]1.B(F)(F)F.CCOCC.Cl.[OH-].[Na+]. (4) Given the product [CH3:19][C:20]1[N:25]=[CH:24][C:23]([O:26][CH2:27][CH2:28][NH:29][C:2]2[N:9]=[C:8]([NH:10][C:11]3[CH:15]=[C:14]([CH3:16])[NH:13][N:12]=3)[CH:7]=[C:6]([CH3:17])[C:3]=2[C:4]#[N:5])=[CH:22][CH:21]=1, predict the reactants needed to synthesize it. The reactants are: Cl[C:2]1[N:9]=[C:8]([NH:10][C:11]2[CH:15]=[C:14]([CH3:16])[NH:13][N:12]=2)[CH:7]=[C:6]([CH3:17])[C:3]=1[C:4]#[N:5].Cl.[CH3:19][C:20]1[N:25]=[CH:24][C:23]([O:26][CH2:27][CH2:28][NH2:29])=[CH:22][CH:21]=1.C(=O)([O-])O.[Na+].CS(C)=O. (5) Given the product [OH:14][C@H:15]([CH2:35][NH:36][C:37]([CH3:49])([CH3:50])[CH2:38][C:39]1[CH:48]=[CH:47][C:46]2[C:41](=[CH:42][CH:43]=[CH:44][CH:45]=2)[CH:40]=1)[CH2:16][O:17][CH:18]([C:20]1[CH:25]=[CH:24][CH:23]=[CH:22][C:21]=1[C:26]1[CH:27]=[CH:28][C:29]([C:32]([O:34][CH:3]([O:2][C:1]([O:6][CH:7]2[CH2:12][CH2:11][CH2:10][CH2:9][CH2:8]2)=[O:13])[CH3:4])=[O:33])=[CH:30][CH:31]=1)[CH3:19], predict the reactants needed to synthesize it. The reactants are: [C:1](=[O:13])([O:6][CH:7]1[CH2:12][CH2:11][CH2:10][CH2:9][CH2:8]1)[O:2][CH:3](Cl)[CH3:4].[OH:14][C@H:15]([CH2:35][NH:36][C:37]([CH3:50])([CH3:49])[CH2:38][C:39]1[CH:48]=[CH:47][C:46]2[C:41](=[CH:42][CH:43]=[CH:44][CH:45]=2)[CH:40]=1)[CH2:16][O:17][CH:18]([C:20]1[CH:25]=[CH:24][CH:23]=[CH:22][C:21]=1[C:26]1[CH:31]=[CH:30][C:29]([C:32]([OH:34])=[O:33])=[CH:28][CH:27]=1)[CH3:19].C(=O)([O-])[O-].[K+].[K+].[I-].[K+].